Regression. Given a peptide amino acid sequence and an MHC pseudo amino acid sequence, predict their binding affinity value. This is MHC class II binding data. From a dataset of Peptide-MHC class II binding affinity with 134,281 pairs from IEDB. (1) The peptide sequence is AARVTAILSSLTVTQLLRRL. The MHC is DRB1_0301 with pseudo-sequence DRB1_0301. The binding affinity (normalized) is 0.634. (2) The peptide sequence is TFRFVVRKAGVYRGL. The MHC is H-2-IAd with pseudo-sequence H-2-IAd. The binding affinity (normalized) is 0.887. (3) The peptide sequence is DESWQQFRQELIPLL. The MHC is DRB1_0701 with pseudo-sequence DRB1_0701. The binding affinity (normalized) is 0.526. (4) The binding affinity (normalized) is 0.0947. The peptide sequence is CFAPLYHAMDVTTQ. The MHC is DRB5_0101 with pseudo-sequence DRB5_0101. (5) The peptide sequence is MMGKREKKLSEFGKA. The MHC is DRB3_0202 with pseudo-sequence DRB3_0202. The binding affinity (normalized) is 0.438. (6) The peptide sequence is QMATTLPVQRHPRSL. The MHC is DRB1_1602 with pseudo-sequence DRB1_1602. The binding affinity (normalized) is 0.318.